Dataset: Forward reaction prediction with 1.9M reactions from USPTO patents (1976-2016). Task: Predict the product of the given reaction. (1) Given the reactants CP(C)CCP(C)C.[Br:9][C:10]1[CH:11]=[C:12]([Cl:16])[CH:13]=[CH:14][CH:15]=1.[B]1OC(C)(C)C(C)(C)[O:18]1.B.OOS([O-])=O.[K+], predict the reaction product. The product is: [Br:9][C:10]1[CH:15]=[C:14]([OH:18])[CH:13]=[C:12]([Cl:16])[CH:11]=1. (2) Given the reactants [CH3:1][O:2][CH2:3][CH2:4][O:5][C:6]1[CH:7]=[C:8]2[C:20]([NH:21][C:22]3[CH:23]=[CH:24][CH:25]=[C:26]([C:28]#[CH:29])[CH:27]=3)=[N:19][CH:18]=[N:17][C:9]2=[CH:10][C:11]=1[O:12][CH2:13][CH2:14][O:15][CH3:16].Cl.O.[OH-].[Na+], predict the reaction product. The product is: [CH3:1][O:2][CH2:3][CH2:4][O:5][C:6]1[CH:7]=[C:8]2[C:20]([NH:21][C:22]3[CH:23]=[CH:24][CH:25]=[C:26]([C:28]#[CH:29])[CH:27]=3)=[N:19][CH:18]=[N:17][C:9]2=[CH:10][C:11]=1[O:12][CH2:13][CH2:14][O:15][CH3:16]. (3) Given the reactants [NH2:1][C:2]1[CH:7]=[CH:6][C:5]([C:8]2([C:13]3[CH:18]=[CH:17][C:16]([Cl:19])=[CH:15][CH:14]=3)[O:12]CCO2)=[CH:4][C:3]=1[CH:20]([C:22]1[CH:27]=[CH:26][CH:25]=[C:24]([Cl:28])[CH:23]=1)O.[SH:29][CH2:30][C:31]([OH:33])=[O:32], predict the reaction product. The product is: [NH2:1][C:2]1[CH:7]=[CH:6][C:5]([C:8](=[O:12])[C:13]2[CH:18]=[CH:17][C:16]([Cl:19])=[CH:15][CH:14]=2)=[CH:4][C:3]=1[CH:20]([C:22]1[CH:27]=[CH:26][CH:25]=[C:24]([Cl:28])[CH:23]=1)[S:29][CH2:30][C:31]([OH:33])=[O:32]. (4) Given the reactants O[C:2]1[CH:30]=[CH:29][C:5]([CH2:6][C@H:7]2[C@H:15]3[C@@H:11]([N:12]([CH2:17][C:18]4[CH:23]=[CH:22][CH:21]=[C:20]([CH:24]([CH3:26])[CH3:25])[CH:19]=4)[C:13](=[O:16])[O:14]3)[CH2:10][S:9](=[O:28])(=[O:27])[CH2:8]2)=[CH:4][CH:3]=1.N1C(C)=CC=CC=1C.[F:39][C:40]([F:53])([F:52])[S:41](O[S:41]([C:40]([F:53])([F:52])[F:39])(=[O:43])=[O:42])(=[O:43])=[O:42].Cl, predict the reaction product. The product is: [CH:24]([C:20]1[CH:19]=[C:18]([CH:23]=[CH:22][CH:21]=1)[CH2:17][N:12]1[C@@H:11]2[C@H:15]([C@H:7]([CH2:6][C:5]3[CH:29]=[CH:30][C:2]([S:41]([C:40]([F:53])([F:52])[F:39])(=[O:43])=[O:42])=[CH:3][CH:4]=3)[CH2:8][S:9](=[O:27])(=[O:28])[CH2:10]2)[O:14][C:13]1=[O:16])([CH3:25])[CH3:26]. (5) Given the reactants [Cl:1][C:2]1[CH:3]=[C:4]([C:9]2[CH:14]=[CH:13][C:12]([CH:15]=O)=[CH:11][CH:10]=2)[CH:5]=[C:6]([Cl:8])[CH:7]=1.[C@@H:17]1([NH2:27])[C:26]2[C:21](=[CH:22][CH:23]=[CH:24][CH:25]=2)[CH2:20][CH2:19][CH2:18]1, predict the reaction product. The product is: [Cl:1][C:2]1[CH:3]=[C:4]([C:9]2[CH:14]=[CH:13][C:12]([CH2:15][NH:27][C@@H:17]3[C:26]4[C:21](=[CH:22][CH:23]=[CH:24][CH:25]=4)[CH2:20][CH2:19][CH2:18]3)=[CH:11][CH:10]=2)[CH:5]=[C:6]([Cl:8])[CH:7]=1. (6) Given the reactants O[CH2:2][C:3]1[N:8]=[C:7]([C:9]2[CH:14]=[CH:13][CH:12]=[CH:11][N:10]=2)[CH:6]=[C:5]([OH:15])[CH:4]=1.S(Cl)([Cl:18])=O, predict the reaction product. The product is: [Cl:18][CH2:2][C:3]1[N:8]=[C:7]([C:9]2[CH:14]=[CH:13][CH:12]=[CH:11][N:10]=2)[CH:6]=[C:5]([OH:15])[CH:4]=1. (7) Given the reactants [CH3:1][O:2][C:3](=[O:24])[C:4]1[CH:12]=[C:11]([NH:13][C:14]([O:16][CH2:17][C:18]2[CH:23]=[CH:22][CH:21]=[CH:20][CH:19]=2)=[O:15])[CH:10]=[C:6](C(O)=O)[CH:5]=1.CCN(CC)CC.[CH:32]([O:35]C(Cl)=O)(C)C.[BH4-].[Na+], predict the reaction product. The product is: [CH3:1][O:2][C:3](=[O:24])[C:4]1[CH:5]=[CH:6][CH2:10][C:11]([NH:13][C:14]([O:16][CH2:17][C:18]2[CH:19]=[CH:20][CH:21]=[CH:22][CH:23]=2)=[O:15])([CH2:32][OH:35])[CH:12]=1. (8) The product is: [Br:1][C:2]1[CH:3]=[C:4]([N:10]2[CH2:15][CH2:14][O:13][CH2:12][CH2:11]2)[C:19]([C:18]([OH:16])=[O:20])=[N:6][CH:7]=1. Given the reactants [Br:1][C:2]1[CH:3]=[C:4]([N:10]2[CH2:15][CH2:14][O:13][CH2:12][CH2:11]2)C(C#N)=[N:6][CH:7]=1.[OH-:16].[Na+].[CH2:18]([OH:20])[CH3:19], predict the reaction product. (9) Given the reactants [CH3:1][C:2]([C@@H:17]1[CH2:22][CH2:21][NH:20][C:19](=[O:23])[CH2:18]1)([S:4]([C:7]1[CH:12]=[CH:11][CH:10]=[C:9]([C:13]([F:16])([F:15])[F:14])[CH:8]=1)(=[O:6])=[O:5])[CH3:3].C[Si]([N-][Si](C)(C)C)(C)C.[Na+].C1COCC1.F[C:40]1[C:45]([F:46])=[CH:44][C:43]([C:47]([F:50])([F:49])[F:48])=[CH:42][N:41]=1, predict the reaction product. The product is: [F:46][C:45]1[C:40]([N:20]2[CH2:21][CH2:22][C@@H:17]([C:2]([CH3:1])([S:4]([C:7]3[CH:12]=[CH:11][CH:10]=[C:9]([C:13]([F:14])([F:16])[F:15])[CH:8]=3)(=[O:5])=[O:6])[CH3:3])[CH2:18][C:19]2=[O:23])=[N:41][CH:42]=[C:43]([C:47]([F:49])([F:48])[F:50])[CH:44]=1.